Dataset: NCI-60 drug combinations with 297,098 pairs across 59 cell lines. Task: Regression. Given two drug SMILES strings and cell line genomic features, predict the synergy score measuring deviation from expected non-interaction effect. (1) Drug 1: CC1CCC2CC(C(=CC=CC=CC(CC(C(=O)C(C(C(=CC(C(=O)CC(OC(=O)C3CCCCN3C(=O)C(=O)C1(O2)O)C(C)CC4CCC(C(C4)OC)O)C)C)O)OC)C)C)C)OC. Drug 2: CC1C(C(CC(O1)OC2CC(CC3=C2C(=C4C(=C3O)C(=O)C5=CC=CC=C5C4=O)O)(C(=O)C)O)N)O. Cell line: BT-549. Synergy scores: CSS=47.4, Synergy_ZIP=16.1, Synergy_Bliss=13.3, Synergy_Loewe=18.9, Synergy_HSA=15.5. (2) Drug 1: C1CCN(CC1)CCOC2=CC=C(C=C2)C(=O)C3=C(SC4=C3C=CC(=C4)O)C5=CC=C(C=C5)O. Drug 2: CC1=C(N=C(N=C1N)C(CC(=O)N)NCC(C(=O)N)N)C(=O)NC(C(C2=CN=CN2)OC3C(C(C(C(O3)CO)O)O)OC4C(C(C(C(O4)CO)O)OC(=O)N)O)C(=O)NC(C)C(C(C)C(=O)NC(C(C)O)C(=O)NCCC5=NC(=CS5)C6=NC(=CS6)C(=O)NCCC[S+](C)C)O. Cell line: TK-10. Synergy scores: CSS=0.243, Synergy_ZIP=1.10, Synergy_Bliss=1.38, Synergy_Loewe=0.357, Synergy_HSA=-0.286. (3) Drug 1: CC12CCC(CC1=CCC3C2CCC4(C3CC=C4C5=CN=CC=C5)C)O. Drug 2: CC12CCC3C(C1CCC2O)C(CC4=C3C=CC(=C4)O)CCCCCCCCCS(=O)CCCC(C(F)(F)F)(F)F. Cell line: NCI-H322M. Synergy scores: CSS=4.23, Synergy_ZIP=0.244, Synergy_Bliss=5.27, Synergy_Loewe=5.40, Synergy_HSA=3.65.